This data is from hERG potassium channel inhibition data for cardiac toxicity prediction from Karim et al.. The task is: Regression/Classification. Given a drug SMILES string, predict its toxicity properties. Task type varies by dataset: regression for continuous values (e.g., LD50, hERG inhibition percentage) or binary classification for toxic/non-toxic outcomes (e.g., AMES mutagenicity, cardiotoxicity, hepatotoxicity). Dataset: herg_karim. (1) The drug is C[N+]1CCc2cc3c(cc2C(=O)Cc2ccc4c(c2C1)OCO4)OCO3. The result is 0 (non-blocker). (2) The molecule is N#CCCCN(c1cccnc1)P(=O)(c1ccccc1)c1ccccc1. The result is 0 (non-blocker).